Dataset: Catalyst prediction with 721,799 reactions and 888 catalyst types from USPTO. Task: Predict which catalyst facilitates the given reaction. Reactant: [NH:1]1[C:10]2[C:5](=[CH:6][C:7]([C:11](=[O:13])[CH3:12])=[CH:8][CH:9]=2)[CH2:4][CH2:3][CH2:2]1.[C:14](O[C:14]([O:16][C:17]([CH3:20])([CH3:19])[CH3:18])=[O:15])([O:16][C:17]([CH3:20])([CH3:19])[CH3:18])=[O:15]. Product: [C:17]([O:16][C:14]([N:1]1[C:10]2[C:5](=[CH:6][C:7]([C:11](=[O:13])[CH3:12])=[CH:8][CH:9]=2)[CH2:4][CH2:3][CH2:2]1)=[O:15])([CH3:20])([CH3:19])[CH3:18]. The catalyst class is: 142.